Predict the reactants needed to synthesize the given product. From a dataset of Full USPTO retrosynthesis dataset with 1.9M reactions from patents (1976-2016). (1) Given the product [O:15]=[C:12]1[N:9]2[CH2:10][CH2:11][C@H:6]([CH2:5][C:4]([OH:16])=[O:3])[CH2:7][C@@H:8]2[CH2:14][O:13]1, predict the reactants needed to synthesize it. The reactants are: C([O:3][C:4](=[O:16])[CH2:5][C@H:6]1[CH2:11][CH2:10][N:9]2[C:12](=[O:15])[O:13][CH2:14][C@H:8]2[CH2:7]1)C.[Li+].[OH-]. (2) Given the product [CH:1]1([C:4]2[CH:9]=[C:8]([CH:10]=[O:11])[C:7]([O:12][CH:21]([CH3:23])[CH3:22])=[CH:6][C:5]=2[C:13]2[CH:14]=[CH:15][C:16]([F:19])=[CH:17][CH:18]=2)[CH2:2][CH2:3]1, predict the reactants needed to synthesize it. The reactants are: [CH:1]1([C:4]2[CH:9]=[C:8]([CH:10]=[O:11])[C:7]([OH:12])=[CH:6][C:5]=2[C:13]2[CH:18]=[CH:17][C:16]([F:19])=[CH:15][CH:14]=2)[CH2:3][CH2:2]1.I[CH:21]([CH3:23])[CH3:22].C(=O)([O-])[O-].[Cs+].[Cs+]. (3) Given the product [CH3:13][O:12][C:8]1[CH:9]=[C:10]2[C:5](=[CH:6][CH:7]=1)[C:4]([O:14][C:15]1[CH:21]=[CH:20][C:18]([NH:19][S:37]([CH2:35][CH3:36])(=[O:39])=[O:38])=[CH:17][CH:16]=1)=[C:3]([C:22]1[CH:27]=[CH:26][CH:25]=[CH:24][CH:23]=1)[C:2]([CH3:1])=[CH:11]2, predict the reactants needed to synthesize it. The reactants are: [CH3:1][C:2]1[C:3]([C:22]2[CH:27]=[CH:26][CH:25]=[CH:24][CH:23]=2)=[C:4]([O:14][C:15]2[CH:21]=[CH:20][C:18]([NH2:19])=[CH:17][CH:16]=2)[C:5]2[C:10]([CH:11]=1)=[CH:9][C:8]([O:12][CH3:13])=[CH:7][CH:6]=2.CCN(CC)CC.[CH2:35]([S:37](Cl)(=[O:39])=[O:38])[CH3:36]. (4) Given the product [CH3:30][N:31]1[CH2:32][CH2:33][N:34]([C:37]2[CH:43]=[CH:42][C:40]([NH:41][C:2]3[C:3]4[NH:20][N:19]=[CH:18][C:4]=4[N:5]=[C:6]([C:8]4[CH:9]=[C:10]([S:14]([NH2:17])(=[O:15])=[O:16])[CH:11]=[CH:12][CH:13]=4)[N:7]=3)=[CH:39][CH:38]=2)[CH2:35][CH2:36]1, predict the reactants needed to synthesize it. The reactants are: Cl[C:2]1[C:3]2[C:4](=[CH:18][N:19](CC3C=CC(OC)=CC=3)[N:20]=2)[N:5]=[C:6]([C:8]2[CH:9]=[C:10]([S:14]([NH2:17])(=[O:16])=[O:15])[CH:11]=[CH:12][CH:13]=2)[N:7]=1.[CH3:30][N:31]1[CH2:36][CH2:35][N:34]([C:37]2[CH:43]=[CH:42][C:40]([NH2:41])=[CH:39][CH:38]=2)[CH2:33][CH2:32]1.Cl. (5) Given the product [CH2:2]([NH:6][C:13]1[C:14]([NH:16][C:17](=[O:19])[CH:18]=1)=[O:15])[CH2:3][CH:4]=[CH2:5], predict the reactants needed to synthesize it. The reactants are: Cl.[CH2:2]([NH2:6])[CH2:3][CH:4]=[CH2:5].C([O-])(=O)C.[Na+].Br[C:13]1[C:14]([NH:16][C:17](=[O:19])[CH:18]=1)=[O:15]. (6) Given the product [Cl:15][C:13]1[CH:12]=[CH:11][C:10]2[N:6]([CH2:2][C:3]([NH:51][C:50]3[CH:49]=[C:48]([Cl:47])[CH:54]=[C:53]([Cl:55])[CH:52]=3)=[O:5])[C:7]([C:16]3[CH:21]=[C:20]([Cl:22])[CH:19]=[CH:18][C:17]=3[Cl:23])=[N:8][C:9]=2[CH:14]=1, predict the reactants needed to synthesize it. The reactants are: C[CH:2]([N:6]1[C:10]2[CH:11]=[CH:12][C:13]([Cl:15])=[CH:14][C:9]=2[N:8]=[C:7]1[C:16]1[CH:21]=[C:20]([Cl:22])[CH:19]=[CH:18][C:17]=1[Cl:23])[C:3]([OH:5])=O.CC(N1C2C=C(Cl)C=CC=2N=C1C1C=C(Cl)C=CC=1Cl)C(O)=O.[Cl:47][C:48]1[CH:49]=[C:50]([CH:52]=[C:53]([Cl:55])[CH:54]=1)[NH2:51].CN(C(ON1N=NC2C=CC=NC1=2)=[N+](C)C)C.F[P-](F)(F)(F)(F)F.